This data is from NCI-60 drug combinations with 297,098 pairs across 59 cell lines. The task is: Regression. Given two drug SMILES strings and cell line genomic features, predict the synergy score measuring deviation from expected non-interaction effect. (1) Drug 1: COC1=NC(=NC2=C1N=CN2C3C(C(C(O3)CO)O)O)N. Drug 2: CC1=C2C(C(=O)C3(C(CC4C(C3C(C(C2(C)C)(CC1OC(=O)C(C(C5=CC=CC=C5)NC(=O)C6=CC=CC=C6)O)O)OC(=O)C7=CC=CC=C7)(CO4)OC(=O)C)O)C)OC(=O)C. Cell line: 786-0. Synergy scores: CSS=9.39, Synergy_ZIP=-2.75, Synergy_Bliss=-0.227, Synergy_Loewe=1.85, Synergy_HSA=1.91. (2) Drug 1: C1=C(C(=O)NC(=O)N1)F. Drug 2: CC1C(C(CC(O1)OC2CC(CC3=C2C(=C4C(=C3O)C(=O)C5=C(C4=O)C(=CC=C5)OC)O)(C(=O)CO)O)N)O.Cl. Cell line: RXF 393. Synergy scores: CSS=56.1, Synergy_ZIP=0.529, Synergy_Bliss=0.696, Synergy_Loewe=1.96, Synergy_HSA=3.84. (3) Drug 1: CS(=O)(=O)OCCCCOS(=O)(=O)C. Drug 2: CC1C(C(CC(O1)OC2CC(CC3=C2C(=C4C(=C3O)C(=O)C5=CC=CC=C5C4=O)O)(C(=O)C)O)N)O. Cell line: HT29. Synergy scores: CSS=28.5, Synergy_ZIP=2.52, Synergy_Bliss=1.94, Synergy_Loewe=-29.6, Synergy_HSA=0.511. (4) Cell line: SF-539. Drug 2: COC1=NC(=NC2=C1N=CN2C3C(C(C(O3)CO)O)O)N. Drug 1: C1CCC(CC1)NC(=O)N(CCCl)N=O. Synergy scores: CSS=15.8, Synergy_ZIP=-0.277, Synergy_Bliss=7.08, Synergy_Loewe=2.33, Synergy_HSA=6.88. (5) Drug 1: CC1=C(C=C(C=C1)NC2=NC=CC(=N2)N(C)C3=CC4=NN(C(=C4C=C3)C)C)S(=O)(=O)N.Cl. Drug 2: CC1=C2C(C(=O)C3(C(CC4C(C3C(C(C2(C)C)(CC1OC(=O)C(C(C5=CC=CC=C5)NC(=O)C6=CC=CC=C6)O)O)OC(=O)C7=CC=CC=C7)(CO4)OC(=O)C)O)C)OC(=O)C. Cell line: NCI-H322M. Synergy scores: CSS=43.9, Synergy_ZIP=14.1, Synergy_Bliss=17.9, Synergy_Loewe=-55.2, Synergy_HSA=16.3. (6) Drug 1: C1CCN(CC1)CCOC2=CC=C(C=C2)C(=O)C3=C(SC4=C3C=CC(=C4)O)C5=CC=C(C=C5)O. Drug 2: C1=C(C(=O)NC(=O)N1)F. Cell line: SK-MEL-5. Synergy scores: CSS=19.7, Synergy_ZIP=7.28, Synergy_Bliss=8.70, Synergy_Loewe=1.15, Synergy_HSA=2.66. (7) Drug 1: CCC(=C(C1=CC=CC=C1)C2=CC=C(C=C2)OCCN(C)C)C3=CC=CC=C3.C(C(=O)O)C(CC(=O)O)(C(=O)O)O. Drug 2: CC1=C(C(=CC=C1)Cl)NC(=O)C2=CN=C(S2)NC3=CC(=NC(=N3)C)N4CCN(CC4)CCO. Cell line: OVCAR-4. Synergy scores: CSS=16.9, Synergy_ZIP=-0.158, Synergy_Bliss=5.57, Synergy_Loewe=1.72, Synergy_HSA=1.74.